Predict the reaction yield, written as a fraction of the theoretical maximum amount of product (1.0 means a 100% yield; for example, 0.34 means a 34% yield). From a dataset of Reaction yield outcomes from USPTO patents with 853,638 reactions. The reactants are [CH2:1]([O:3][C:4]([N:6]1[C:10]2[CH2:11][N:12](C(OC(C)(C)C)=O)[CH2:13][C:9]=2[C:8]([NH:21][C:22](=[O:35])[CH:23]([C:25]2[CH:34]=[CH:33][C:32]3[C:27](=[CH:28][CH:29]=[CH:30][CH:31]=3)[CH:26]=2)[CH3:24])=[N:7]1)=[O:5])[CH3:2].C(O)(C(F)(F)F)=O.C(Cl)Cl. The catalyst is C(Cl)Cl. The product is [CH2:1]([O:3][C:4]([N:6]1[C:10]2[CH2:11][NH:12][CH2:13][C:9]=2[C:8]([NH:21][C:22](=[O:35])[CH:23]([C:25]2[CH:34]=[CH:33][C:32]3[C:27](=[CH:28][CH:29]=[CH:30][CH:31]=3)[CH:26]=2)[CH3:24])=[N:7]1)=[O:5])[CH3:2]. The yield is 1.00.